From a dataset of Peptide-MHC class I binding affinity with 185,985 pairs from IEDB/IMGT. Regression. Given a peptide amino acid sequence and an MHC pseudo amino acid sequence, predict their binding affinity value. This is MHC class I binding data. (1) The peptide sequence is MPAYIRNTL. The MHC is HLA-B40:01 with pseudo-sequence HLA-B40:01. The binding affinity (normalized) is 0.0847. (2) The peptide sequence is TAAAWYLWEV. The MHC is HLA-A02:01 with pseudo-sequence HLA-A02:01. The binding affinity (normalized) is 0.752. (3) The peptide sequence is GSKYRGLPK. The MHC is HLA-A69:01 with pseudo-sequence HLA-A69:01. The binding affinity (normalized) is 0.0847. (4) The peptide sequence is DCKTILKAL. The MHC is HLA-B51:01 with pseudo-sequence HLA-B51:01. The binding affinity (normalized) is 0. (5) The peptide sequence is SMFSTVATI. The MHC is HLA-A02:02 with pseudo-sequence HLA-A02:02. The binding affinity (normalized) is 0.498. (6) The peptide sequence is GLLRVISGV. The MHC is HLA-A02:03 with pseudo-sequence HLA-A02:03. The binding affinity (normalized) is 0.895.